From a dataset of Forward reaction prediction with 1.9M reactions from USPTO patents (1976-2016). Predict the product of the given reaction. (1) Given the reactants Br[C:2]1[CH:3]=[C:4]([C:8]2([C:19]3[CH:24]=[CH:23][N:22]=[C:21]([O:25][CH3:26])[CH:20]=3)[C:16]3[C:11](=[C:12]([F:17])[CH:13]=[CH:14][CH:15]=3)[C:10]([NH2:18])=[N:9]2)[CH:5]=[CH:6][CH:7]=1.[C:27]([C:29]1[CH:30]=[N:31][CH:32]=[C:33](B2OC(C)(C)C(C)(C)[O:36]2)[CH:34]=1)#[N:28], predict the reaction product. The product is: [C:21]([OH:25])(=[O:36])[CH3:20].[NH2:18][C:10]1[C:11]2[C:16](=[CH:15][CH:14]=[CH:13][C:12]=2[F:17])[C:8]([C:4]2[CH:3]=[C:2]([C:33]3[CH:32]=[N:31][CH:30]=[C:29]([CH:34]=3)[C:27]#[N:28])[CH:7]=[CH:6][CH:5]=2)([C:19]2[CH:24]=[CH:23][N:22]=[C:21]([O:25][CH3:26])[CH:20]=2)[N:9]=1. (2) Given the reactants [CH3:1][O:2][C:3]1[CH:8]=[CH:7][C:6]([CH:9]([C:14](=O)[CH3:15])[C:10]([O:12]C)=O)=[CH:5][C:4]=1[CH3:17].S(O)(O)(=O)=O.[CH3:23][NH:24][NH2:25].[CH2:26](N(CC)CC)C, predict the reaction product. The product is: [CH3:1][O:2][C:3]1[CH:8]=[CH:7][C:6]([C:9]2([CH3:26])[C:10](=[O:12])[N:24]([CH3:23])[N:25]=[C:14]2[CH3:15])=[CH:5][C:4]=1[CH3:17]. (3) Given the reactants [Br:1][C:2]1[CH:3]=[C:4]2[C:9](=[CH:10][CH:11]=1)[N:8]=[CH:7][N:6]=[C:5]2Cl.[C:13]([O:17][C:18]([N:20]1[CH2:25][CH2:24][NH:23][CH2:22][CH2:21]1)=[O:19])([CH3:16])([CH3:15])[CH3:14].C(N(CC)CC)C, predict the reaction product. The product is: [C:13]([O:17][C:18]([N:20]1[CH2:25][CH2:24][N:23]([C:5]2[C:4]3[C:9](=[CH:10][CH:11]=[C:2]([Br:1])[CH:3]=3)[N:8]=[CH:7][N:6]=2)[CH2:22][CH2:21]1)=[O:19])([CH3:16])([CH3:14])[CH3:15]. (4) Given the reactants [O:1]1[C:5]2[CH:6]=[CH:7][CH:8]=[CH:9][C:4]=2[CH:3]=[C:2]1[C:10]1[N:15]=[C:14]([C:16]2[NH:24][C:23]3[C:22]4([CH2:29][CH2:28][N:27](C(OC(C)(C)C)=O)[CH2:26][CH2:25]4)[CH2:21][N:20](CC4C=CC(OC)=CC=4)[C:19](=[O:46])[C:18]=3[CH:17]=2)[CH:13]=[CH:12][N:11]=1, predict the reaction product. The product is: [O:1]1[C:5]2[CH:6]=[CH:7][CH:8]=[CH:9][C:4]=2[CH:3]=[C:2]1[C:10]1[N:15]=[C:14]([C:16]2[NH:24][C:23]3[C:22]4([CH2:25][CH2:26][NH:27][CH2:28][CH2:29]4)[CH2:21][NH:20][C:19](=[O:46])[C:18]=3[CH:17]=2)[CH:13]=[CH:12][N:11]=1. (5) Given the reactants [CH2:1]([N:3]1C=CC(=O)C(OCC2C=CC=CC=2)=C1COC)C.[CH3:21][O:22][CH:23]([C:26]1O[C:28]([CH3:41])=[CH:29][C:30](=[O:40])[C:31]=1[O:32][CH2:33][C:34]1[CH:39]=[CH:38][CH:37]=[CH:36][CH:35]=1)[CH2:24][CH3:25].CN, predict the reaction product. The product is: [CH3:1][N:3]1[C:28]([CH3:41])=[CH:29][C:30](=[O:40])[C:31]([O:32][CH2:33][C:34]2[CH:39]=[CH:38][CH:37]=[CH:36][CH:35]=2)=[C:26]1[CH:23]([O:22][CH3:21])[CH2:24][CH3:25]. (6) The product is: [CH2:1]([O:3][C:4](=[O:32])[CH:5]([C:10]1[CH:11]=[C:12]([C:22]2[CH:23]=[CH:24][C:25]([C:28]([F:29])([F:30])[F:31])=[CH:26][CH:27]=2)[CH:13]=[C:14]([CH:16]2[CH2:21][CH2:20][CH2:19][N:18]([CH:36]([CH2:37][CH3:38])[CH2:35][CH3:34])[CH2:17]2)[CH:15]=1)[CH2:6][CH:7]([CH3:9])[CH3:8])[CH3:2]. Given the reactants [CH2:1]([O:3][C:4](=[O:32])[CH:5]([C:10]1[CH:11]=[C:12]([C:22]2[CH:27]=[CH:26][C:25]([C:28]([F:31])([F:30])[F:29])=[CH:24][CH:23]=2)[CH:13]=[C:14]([CH:16]2[CH2:21][CH2:20][CH2:19][NH:18][CH2:17]2)[CH:15]=1)[CH2:6][CH:7]([CH3:9])[CH3:8])[CH3:2].I[CH2:34][CH2:35][CH:36](Br)[CH2:37][CH3:38].C(=O)([O-])[O-].[Cs+].[Cs+], predict the reaction product. (7) Given the reactants [CH3:1][C:2]1[CH:7]=[CH:6][C:5]([NH2:8])=[CH:4][C:3]=1[NH:9][C:10]1[N:15]=[C:14]([C:16]2[CH:21]=[N:20][CH:19]=[CH:18][N:17]=2)[CH:13]=[CH:12][N:11]=1.[F:22][C:23]([F:35])([F:34])[O:24][C:25]1[CH:26]=[C:27]([CH:31]=[CH:32][CH:33]=1)[C:28](O)=[O:29].F[P-](F)(F)(F)(F)F.N1(O[P+](N(C)C)(N(C)C)N(C)C)C2C=CC=CC=2N=N1.CCN(C(C)C)C(C)C, predict the reaction product. The product is: [CH3:1][C:2]1[CH:7]=[CH:6][C:5]([NH:8][C:28](=[O:29])[C:27]2[CH:31]=[CH:32][CH:33]=[C:25]([O:24][C:23]([F:22])([F:34])[F:35])[CH:26]=2)=[CH:4][C:3]=1[NH:9][C:10]1[N:15]=[C:14]([C:16]2[CH:21]=[N:20][CH:19]=[CH:18][N:17]=2)[CH:13]=[CH:12][N:11]=1. (8) Given the reactants [C:1]([O:5][C:6]([N:8]1[CH2:11][CH:10]([C:12]2[CH:13]=[C:14]([N:22]([CH3:29])[CH:23]3[CH2:28][CH2:27][O:26][CH2:25][CH2:24]3)[C:15]([CH3:21])=[C:16]([CH:20]=2)[C:17]([OH:19])=O)[CH2:9]1)=[O:7])([CH3:4])([CH3:3])[CH3:2].CCN(C(C)C)C(C)C.CN(C(ON1N=NC2C=CC=NC1=2)=[N+](C)C)C.F[P-](F)(F)(F)(F)F.[NH2:63][CH2:64][C:65]1[C:66](=[O:73])[NH:67][C:68]([CH3:72])=[CH:69][C:70]=1[CH3:71], predict the reaction product. The product is: [CH3:71][C:70]1[CH:69]=[C:68]([CH3:72])[NH:67][C:66](=[O:73])[C:65]=1[CH2:64][NH:63][C:17]([C:16]1[CH:20]=[C:12]([CH:10]2[CH2:9][N:8]([C:6]([O:5][C:1]([CH3:2])([CH3:3])[CH3:4])=[O:7])[CH2:11]2)[CH:13]=[C:14]([N:22]([CH3:29])[CH:23]2[CH2:24][CH2:25][O:26][CH2:27][CH2:28]2)[C:15]=1[CH3:21])=[O:19]. (9) Given the reactants Br[C:2]1[CH:3]=[C:4]([O:11][CH3:12])[C:5]([O:9][CH3:10])=[CH:6][C:7]=1Br.[C:13]([C:15]1[CH:20]=[CH:19][C:18](B(O)O)=[CH:17][CH:16]=1)#[N:14].C([O-])([O-])=O.[Na+].[Na+], predict the reaction product. The product is: [CH3:12][O:11][C:4]1[CH:3]=[C:2]([C:18]2[CH:19]=[CH:20][C:15]([C:13]#[N:14])=[CH:16][CH:17]=2)[C:7]([C:18]2[CH:19]=[CH:20][C:15]([C:13]#[N:14])=[CH:16][CH:17]=2)=[CH:6][C:5]=1[O:9][CH3:10]. (10) Given the reactants ClC1C=CC2CCN(C(=O)C(F)(F)F)CCC=2C=1OS(C(F)(F)F)(=O)=O.CC1(CCCN)OCCO1.C1(P(C2C=CC=CC=2)C2C=CC3C(=CC=CC=3)C=2C2C3C(=CC=CC=3)C=CC=2P(C2C=CC=CC=2)C2C=CC=CC=2)C=CC=CC=1.C(=O)([O-])[O-].[Cs+].[Cs+].[Cl:89][C:90]1[CH:106]=[CH:105][C:93]2[CH2:94][CH2:95][N:96]([C:99](=[O:104])[C:100]([F:103])([F:102])[F:101])[CH2:97][CH2:98][C:92]=2[C:91]=1[NH:107][CH2:108][CH2:109][CH2:110][C:111]1([CH3:116])OCCO1.Cl.C([BH3-])#N.[Na+], predict the reaction product. The product is: [Cl:89][C:90]1[CH:106]=[CH:105][C:93]2[CH2:94][CH2:95][N:96]([C:99](=[O:104])[C:100]([F:101])([F:103])[F:102])[CH2:97][CH2:98][C:92]=2[C:91]=1[N:107]1[CH2:108][CH2:109][CH2:110][CH:111]1[CH3:116].